Dataset: Catalyst prediction with 721,799 reactions and 888 catalyst types from USPTO. Task: Predict which catalyst facilitates the given reaction. (1) Reactant: [CH2:1]([O:3][C:4](=[O:20])[C:5](=[C:7]1[CH2:12][CH2:11][N:10]([C:13]([O:15][C:16]([CH3:19])([CH3:18])[CH3:17])=[O:14])[CH2:9][CH2:8]1)[CH3:6])[CH3:2]. Product: [CH2:1]([O:3][C:4](=[O:20])[CH:5]([CH:7]1[CH2:8][CH2:9][N:10]([C:13]([O:15][C:16]([CH3:17])([CH3:19])[CH3:18])=[O:14])[CH2:11][CH2:12]1)[CH3:6])[CH3:2]. The catalyst class is: 14. (2) Reactant: C([N:8]1[CH2:16][CH:15]2[CH:10]([N:11]([C:24]([O:26][C:27]([CH3:30])([CH3:29])[CH3:28])=[O:25])[CH2:12][CH2:13][N:14]2[C:17]([O:19][C:20]([CH3:23])([CH3:22])[CH3:21])=[O:18])[CH2:9]1)C1C=CC=CC=1.C([O-])=O.[NH4+]. Product: [C:20]([O:19][C:17]([N:14]1[CH2:13][CH2:12][N:11]([C:24]([O:26][C:27]([CH3:30])([CH3:29])[CH3:28])=[O:25])[CH:10]2[CH:15]1[CH2:16][NH:8][CH2:9]2)=[O:18])([CH3:23])([CH3:22])[CH3:21]. The catalyst class is: 19. (3) Reactant: [Cr](O[Cr]([O-])(=O)=O)([O-])(=O)=O.[NH+]1C=CC=CC=1.[NH+]1C=CC=CC=1.[Br:22][C:23]1[CH:24]=[CH:25][C:26]([Cl:32])=[C:27]([CH:29]([OH:31])[CH3:30])[CH:28]=1. Product: [Br:22][C:23]1[CH:24]=[CH:25][C:26]([Cl:32])=[C:27]([C:29](=[O:31])[CH3:30])[CH:28]=1. The catalyst class is: 2. (4) Product: [Cl:22][CH2:14][C:13]1[N:9]([C:6]2[CH:7]=[CH:8][C:3]([S:2]([F:19])([F:18])([F:17])([F:16])[F:1])=[CH:4][CH:5]=2)[N:10]=[N:11][N:12]=1. Reactant: [F:1][S:2]([F:19])([F:18])([F:17])([F:16])[C:3]1[CH:8]=[CH:7][C:6]([N:9]2[C:13]([CH2:14]O)=[N:12][N:11]=[N:10]2)=[CH:5][CH:4]=1.O=S(Cl)[Cl:22]. The catalyst class is: 11. (5) Reactant: [F:1][C:2]1[CH:7]=[CH:6][CH:5]=[CH:4][C:3]=1[NH:8][C:9]1[O:13][C:12]([C:14]([NH:16][C:17]2[CH:18]=[N:19][C:20]([N:23]3[CH2:28][CH2:27][NH:26][CH2:25][CH2:24]3)=[CH:21][CH:22]=2)=[O:15])=[N:11][N:10]=1.[CH:29]1([CH2:32]Br)[CH2:31][CH2:30]1.C(N(CC)CC)C. Product: [CH:29]1([CH2:32][N:26]2[CH2:27][CH2:28][N:23]([C:20]3[N:19]=[CH:18][C:17]([NH:16][C:14]([C:12]4[O:13][C:9]([NH:8][C:3]5[CH:4]=[CH:5][CH:6]=[CH:7][C:2]=5[F:1])=[N:10][N:11]=4)=[O:15])=[CH:22][CH:21]=3)[CH2:24][CH2:25]2)[CH2:31][CH2:30]1. The catalyst class is: 44. (6) Reactant: [Cl:1][C:2]1[CH:7]=[C:6]([Cl:8])[CH:5]=[CH:4][C:3]=1[C:9]1[CH:10]=[CH:11][C:12]2[O:21][CH:20]3[CH:15]([CH2:16][N:17](C(OC(C)(C)C)=O)[CH2:18][CH2:19]3)[C:13]=2[CH:14]=1.FC(F)(F)C(O)=O.[OH-].[Na+]. Product: [Cl:1][C:2]1[CH:7]=[C:6]([Cl:8])[CH:5]=[CH:4][C:3]=1[C:9]1[CH:10]=[CH:11][C:12]2[O:21][CH:20]3[CH:15]([CH:16]=[N:17][CH2:18][CH2:19]3)[C:13]=2[CH:14]=1. The catalyst class is: 2.